Dataset: Forward reaction prediction with 1.9M reactions from USPTO patents (1976-2016). Task: Predict the product of the given reaction. (1) The product is: [CH3:37][N:38]([CH3:43])[CH2:39][CH2:40][N:41]([CH3:42])[C:32](=[O:34])[C:31]1[CH:30]=[CH:29][C:28]([NH:27][C:25](=[O:26])[NH:24][C:21]2[CH:22]=[CH:23][C:18]([C:9]3[N:8]=[C:7]([N:3]4[CH2:4][CH2:5][O:60][CH2:2][CH2:1]4)[C:6]4[CH:16]=[CH:17][N:12]([CH2:13][CH3:14])[C:11]=4[N:10]=3)=[CH:19][CH:20]=2)=[CH:36][CH:35]=1. Given the reactants [CH2:1]([N:3]1[C:7]2[N:8]=[C:9]([C:18]3[CH:23]=[CH:22][C:21]([NH:24][C:25]([NH:27][C:28]4[CH:36]=[CH:35][C:31]([C:32]([OH:34])=O)=[CH:30][CH:29]=4)=[O:26])=[CH:20][CH:19]=3)[N:10]=[C:11]([N:12]3[CH2:17][CH2:16]O[CH2:14][CH2:13]3)[C:6]=2[CH:5]=[CH:4]1)[CH3:2].[CH3:37][N:38]([CH3:43])[CH2:39][CH2:40][NH:41][CH3:42].CCN(CC)CC.C1C=CC2N([OH:60])N=NC=2C=1.CCN=C=NCCCN(C)C, predict the reaction product. (2) The product is: [F:20][C@H:17]1[CH2:18][CH2:19][N:15]([C:4]2[CH:5]=[C:6]([NH:8][C:9]3[NH:13][N:12]=[C:11]([CH3:14])[CH:10]=3)[N:7]=[C:2]([S:21][C:22]3[CH:23]=[CH:24][C:25]([NH:28][C:29]([CH:31]4[CH2:32][CH2:33]4)=[O:30])=[CH:26][CH:27]=3)[CH:3]=2)[CH2:16]1. Given the reactants Cl[C:2]1[N:7]=[C:6]([NH:8][C:9]2[NH:13][N:12]=[C:11]([CH3:14])[CH:10]=2)[CH:5]=[C:4]([N:15]2[CH2:19][CH2:18][C@H:17]([F:20])[CH2:16]2)[CH:3]=1.[SH:21][C:22]1[CH:27]=[CH:26][C:25]([NH:28][C:29]([CH:31]2[CH2:33][CH2:32]2)=[O:30])=[CH:24][CH:23]=1.C([O-])([O-])=O.[K+].[K+], predict the reaction product. (3) Given the reactants [F:1][C:2]1[CH:3]=[C:4]2[C:8](=[CH:9][CH:10]=1)[NH:7][C:6](=[O:11])/[C:5]/2=[CH:12]\[C:13]1[NH:17][C:16]([CH3:18])=[C:15]([C:19]([OH:21])=O)[C:14]=1[CH3:22].Cl.C(N=C=NCCCN(C)C)C.OC1C2N=NNC=2C=CC=1.C(N(CC)CC)C.[NH2:52][C:53]1[CH:58]=[CH:57][CH:56]=[CH:55][C:54]=1[NH:59][C:60](=[O:71])[C:61]1[CH:66]=[CH:65][C:64]([NH:67][CH2:68][CH2:69][NH2:70])=[N:63][CH:62]=1, predict the reaction product. The product is: [NH2:52][C:53]1[CH:58]=[CH:57][CH:56]=[CH:55][C:54]=1[NH:59][C:60](=[O:71])[C:61]1[CH:66]=[CH:65][C:64]([NH:67][CH2:68][CH2:69][NH:70][C:19]([C:15]2[C:14]([CH3:22])=[C:13](/[CH:12]=[C:5]3\[C:6](=[O:11])[NH:7][C:8]4[C:4]\3=[CH:3][C:2]([F:1])=[CH:10][CH:9]=4)[NH:17][C:16]=2[CH3:18])=[O:21])=[N:63][CH:62]=1. (4) Given the reactants [NH2:1][C:2]1[CH:11]=[C:10]2[C:5]([CH2:6][CH2:7][NH:8][C:9]2=[O:12])=[CH:4][CH:3]=1.[N:13]([O-])=O.[Na+].O.O.Cl[Sn]Cl, predict the reaction product. The product is: [NH:1]([C:2]1[CH:11]=[C:10]2[C:5]([CH2:6][CH2:7][NH:8][C:9]2=[O:12])=[CH:4][CH:3]=1)[NH2:13]. (5) The product is: [CH2:1]([N:3]1[C:12]2[CH:11]=[CH:10][C:9](/[CH:13]=[CH:14]/[CH:15]=[O:16])=[CH:8][C:7]=2[C:6]2=[N:17][N:18]([CH:21]3[CH2:26][CH2:25][CH2:24][CH2:23][O:22]3)[C:19]([CH3:20])=[C:5]2[C:4]1=[O:27])[CH3:2]. Given the reactants [CH2:1]([N:3]1[C:12]2[CH:11]=[CH:10][C:9](/[CH:13]=[CH:14]/[CH2:15][OH:16])=[CH:8][C:7]=2[C:6]2=[N:17][N:18]([CH:21]3[CH2:26][CH2:25][CH2:24][CH2:23][O:22]3)[C:19]([CH3:20])=[C:5]2[C:4]1=[O:27])[CH3:2].CC(OI1(OC(C)=O)(OC(C)=O)OC(=O)C2C=CC=CC1=2)=O.S([O-])([O-])(=O)=S.[Na+].[Na+], predict the reaction product.